This data is from Catalyst prediction with 721,799 reactions and 888 catalyst types from USPTO. The task is: Predict which catalyst facilitates the given reaction. (1) Reactant: [CH3:1][N:2]1[C:10]2[C:5](=[CH:6][CH:7]=[CH:8][CH:9]=2)[C:4]([CH2:11][N:12]([CH3:42])[C:13](=[O:41])/[CH:14]=[CH:15]/[C:16]2[CH:17]=[N:18][C:19]3[NH:20][C:21](=[O:40])[CH:22]([N:26]=C(C4C=CC=CC=4)C4C=CC=CC=4)[CH2:23][C:24]=3[CH:25]=2)=[CH:3]1.Cl.[OH-].[Na+]. The catalyst class is: 12. Product: [CH3:1][N:2]1[C:10]2[C:5](=[CH:6][CH:7]=[CH:8][CH:9]=2)[C:4]([CH2:11][N:12]([CH3:42])[C:13](=[O:41])/[CH:14]=[CH:15]/[C:16]2[CH:17]=[N:18][C:19]3[NH:20][C:21](=[O:40])[CH:22]([NH2:26])[CH2:23][C:24]=3[CH:25]=2)=[CH:3]1. (2) Reactant: [Cl:1][C:2]1[CH:19]=[C:18](/[CH:20]=[CH:21]/[CH:22]([C:27]2[CH:32]=[C:31]([Cl:33])[C:30]([Cl:34])=[C:29]([Cl:35])[CH:28]=2)[C:23]([F:26])([F:25])[F:24])[C:17]([O:36]C)=[CH:16][C:3]=1[C:4]([NH:6][CH2:7][C:8](=[O:15])[NH:9][CH2:10][C:11]([F:14])([F:13])[F:12])=[O:5].B(Br)(Br)Br.C([O-])(O)=O.[Na+]. Product: [Cl:1][C:2]1[CH:19]=[C:18](/[CH:20]=[CH:21]/[CH:22]([C:27]2[CH:32]=[C:31]([Cl:33])[C:30]([Cl:34])=[C:29]([Cl:35])[CH:28]=2)[C:23]([F:26])([F:25])[F:24])[C:17]([OH:36])=[CH:16][C:3]=1[C:4]([NH:6][CH2:7][C:8](=[O:15])[NH:9][CH2:10][C:11]([F:12])([F:13])[F:14])=[O:5]. The catalyst class is: 2.